Dataset: Reaction yield outcomes from USPTO patents with 853,638 reactions. Task: Predict the reaction yield, written as a fraction of the theoretical maximum amount of product (1.0 means a 100% yield; for example, 0.34 means a 34% yield). The product is [Cl:1][C:2]1[C:7]([O:8][C:9]2[CH:14]=[CH:13][C:12]([Cl:15])=[CH:11][C:10]=2[Cl:16])=[CH:6][C:5]2[NH:17][C:23]([C:22]([F:26])([F:27])[C:21]([F:28])([F:29])[C:20]([F:31])([F:30])[F:19])=[N:18][C:4]=2[CH:3]=1. No catalyst specified. The reactants are [Cl:1][C:2]1[CH:3]=[C:4]([NH2:18])[C:5]([NH2:17])=[CH:6][C:7]=1[O:8][C:9]1[CH:14]=[CH:13][C:12]([Cl:15])=[CH:11][C:10]=1[Cl:16].[F:19][C:20]([F:31])([F:30])[C:21]([F:29])([F:28])[C:22]([F:27])([F:26])[C:23](O)=O. The yield is 0.470.